From a dataset of Full USPTO retrosynthesis dataset with 1.9M reactions from patents (1976-2016). Predict the reactants needed to synthesize the given product. (1) The reactants are: [OH:1][C@@H:2]1[CH2:6][C@H:5]([OH:7])[C@H:4]([CH2:8]/[CH:9]=[CH:10]\[CH2:11][CH2:12][CH2:13][C:14]([OH:16])=[O:15])[C@H:3]1[CH2:17][CH2:18][C:19](=[O:27])[CH2:20][CH2:21][CH2:22][CH2:23][CH2:24][CH2:25][CH3:26].I[CH2:29][CH2:30][O:31][C:32]1[CH:33]=[C:34]([CH:37]=[CH:38][C:39]=1[CH3:40])[CH:35]=[O:36].C1CCN2C(=NCCC2)CC1. Given the product [OH:1][C@@H:2]1[CH2:6][C@H:5]([OH:7])[C@H:4]([CH2:8]/[CH:9]=[CH:10]\[CH2:11][CH2:12][CH2:13][C:14]([O:16][CH2:29][CH2:30][O:31][C:32]2[CH:33]=[C:34]([CH:35]=[O:36])[CH:37]=[CH:38][C:39]=2[CH3:40])=[O:15])[C@H:3]1[CH2:17][CH2:18][C:19](=[O:27])[CH2:20][CH2:21][CH2:22][CH2:23][CH2:24][CH2:25][CH3:26], predict the reactants needed to synthesize it. (2) Given the product [NH2:1][C:2]1[S:3][C:4](/[CH:12]=[CH:13]\[S:14][C:15]([C:22]2[CH:27]=[CH:26][CH:25]=[CH:24][CH:23]=2)([C:28]2[CH:29]=[CH:30][CH:31]=[CH:32][CH:33]=2)[C:16]2[CH:21]=[CH:20][CH:19]=[CH:18][CH:17]=2)=[C:5]([C:7](=[O:8])[NH2:34])[N:6]=1, predict the reactants needed to synthesize it. The reactants are: [NH2:1][C:2]1[S:3][C:4](/[CH:12]=[CH:13]\[S:14][C:15]([C:28]2[CH:33]=[CH:32][CH:31]=[CH:30][CH:29]=2)([C:22]2[CH:27]=[CH:26][CH:25]=[CH:24][CH:23]=2)[C:16]2[CH:21]=[CH:20][CH:19]=[CH:18][CH:17]=2)=[C:5]([C:7](OCC)=[O:8])[N:6]=1.[NH3:34].O1CCOCC1. (3) Given the product [CH:64]1[C:63]2[CH:62]([CH2:1][O:8][C:9]([NH:11][C@H:12]([C:20]3[N:24]([C@@H:25]([CH3:33])[C:26]([OH:28])=[O:27])[N:23]=[N:22][CH:21]=3)[CH2:13][C:14]3[CH:19]=[CH:18][CH:17]=[CH:16][CH:15]=3)=[O:10])[C:74]3[C:69](=[CH:70][CH:71]=[CH:72][CH:73]=3)[C:68]=2[CH:67]=[CH:66][CH:65]=1, predict the reactants needed to synthesize it. The reactants are: [CH2:1]([O:8][C:9]([NH:11][C@H:12]([C:20]1[N:24]([C@@H:25]([CH3:33])[C:26]([O:28]C(C)(C)C)=[O:27])[N:23]=[N:22][CH:21]=1)[CH2:13][C:14]1[CH:19]=[CH:18][CH:17]=[CH:16][CH:15]=1)=[O:10])C1C=CC=CC=1.N#N.N[C@H](C1N([C@@H](C)C(OC(C)(C)C)=O)N=NC=1)CC1C=CC=CC=1.C(=O)(ON1C(=O)CCC1=O)OC[CH:62]1[C:74]2[CH:73]=[CH:72][CH:71]=[CH:70][C:69]=2[C:68]2[C:63]1=[CH:64][CH:65]=[CH:66][CH:67]=2. (4) The reactants are: [CH3:1][N:2]1[CH2:11][CH:10]([C:12]2[CH:17]=[CH:16][C:15]([S:18][CH3:19])=[CH:14][CH:13]=2)[C:9]2[C:4](=[CH:5][C:6]([O:20][CH2:21][CH2:22][CH2:23][N:24]3[CH2:29][CH2:28][O:27][CH2:26][CH2:25]3)=[CH:7][CH:8]=2)[CH2:3]1.I(C1C=CC=CC=1C(OC(C)C)=O)(=O)=[O:31]. Given the product [CH3:19][S:18]([C:15]1[CH:14]=[CH:13][C:12]([CH:10]2[C:9]3[C:4](=[CH:5][C:6]([O:20][CH2:21][CH2:22][CH2:23][N:24]4[CH2:25][CH2:26][O:27][CH2:28][CH2:29]4)=[CH:7][CH:8]=3)[CH2:3][N:2]([CH3:1])[CH2:11]2)=[CH:17][CH:16]=1)=[O:31], predict the reactants needed to synthesize it. (5) Given the product [F:21][C:22]1[CH:27]=[CH:26][CH:25]=[CH:24][C:23]=1[N:28]1[C:5]([C:7]2[C:12](=[O:13])[CH:11]=[CH:10][N:9]([C:14]3[CH:19]=[CH:18][CH:17]=[CH:16][CH:15]=3)[N:8]=2)=[CH:4][CH:3]=[N:2]1, predict the reactants needed to synthesize it. The reactants are: C[N:2](C)/[CH:3]=[CH:4]/[C:5]([C:7]1[C:12](=[O:13])[CH:11]=[CH:10][N:9]([C:14]2[CH:19]=[CH:18][CH:17]=[CH:16][CH:15]=2)[N:8]=1)=O.[F:21][C:22]1[CH:27]=[CH:26][CH:25]=[CH:24][C:23]=1[NH:28]N. (6) Given the product [NH2:41][C:28]1[CH:29]=[C:30]([C:33]([N:35]2[CH2:36][CH2:37][O:38][CH2:39][CH2:40]2)=[O:34])[CH:31]=[CH:32][C:27]=1[O:26][CH3:25], predict the reactants needed to synthesize it. The reactants are: NC1C=CC(N2CCC[C@H](C(N3CCN(C)CC3)=O)C2)=CC=1OC.[CH3:25][O:26][C:27]1[CH:32]=[CH:31][C:30]([C:33]([N:35]2[CH2:40][CH2:39][O:38][CH2:37][CH2:36]2)=[O:34])=[CH:29][C:28]=1[N+:41]([O-])=O. (7) Given the product [CH:22]([NH:26][CH:2]1[CH:7]([N+:8]([O-:10])=[O:9])[C:6]([C:11]2[CH:16]=[CH:15][C:14]([O:17][CH:18]([F:20])[F:19])=[CH:13][C:12]=2[Cl:21])=[CH:5][CH:4]=[N:3]1)([CH2:24][CH3:25])[CH3:23], predict the reactants needed to synthesize it. The reactants are: Cl[CH:2]1[CH:7]([N+:8]([O-:10])=[O:9])[C:6]([C:11]2[CH:16]=[CH:15][C:14]([O:17][CH:18]([F:20])[F:19])=[CH:13][C:12]=2[Cl:21])=[CH:5][CH:4]=[N:3]1.[CH:22]([NH2:26])([CH2:24][CH3:25])[CH3:23].CCN(C(C)C)C(C)C.